Dataset: Full USPTO retrosynthesis dataset with 1.9M reactions from patents (1976-2016). Task: Predict the reactants needed to synthesize the given product. (1) Given the product [O:9]1[C:8]2([CH2:7][CH2:6][CH:5]([CH:4]3[CH2:21][CH2:18][O:17][C:16](=[O:22])[NH:15]3)[CH2:14][CH2:13]2)[O:12][CH2:11][CH2:10]1, predict the reactants needed to synthesize it. The reactants are: OCC[CH:4]([NH:15][C:16](=[O:22])[O:17][C:18]([CH3:21])(C)C)[CH:5]1[CH2:14][CH2:13][C:8]2([O:12][CH2:11][CH2:10][O:9]2)[CH2:7][CH2:6]1.O1CCCC1.CC(C)([O-])C.[K+]. (2) Given the product [CH:19]([CH:8]1[C:7](=[S:22])[N:6]([CH2:5][CH2:4][C:3]([OH:23])=[O:2])[C:11]2[CH:12]=[CH:13][CH:14]=[C:15]([CH:16]([CH3:18])[CH3:17])[C:10]=2[O:9]1)([CH3:21])[CH3:20], predict the reactants needed to synthesize it. The reactants are: C[O:2][C:3](=[O:23])[CH2:4][CH2:5][N:6]1[C:11]2[CH:12]=[CH:13][CH:14]=[C:15]([CH:16]([CH3:18])[CH3:17])[C:10]=2[O:9][CH:8]([CH:19]([CH3:21])[CH3:20])[C:7]1=[S:22].[OH-].[Na+].O.Cl. (3) Given the product [F:26][C:25]([F:28])([F:27])[C:22]1[N:20]2[N:21]=[C:16]([N:13]3[CH2:14][CH2:15][N:10]([C@@H:8]([C:5]4[CH:6]=[CH:7][C:2]([C:29]#[N:30])=[CH:3][CH:4]=4)[CH3:9])[CH2:11][CH2:12]3)[CH:17]=[CH:18][C:19]2=[N:24][N:23]=1, predict the reactants needed to synthesize it. The reactants are: Br[C:2]1[CH:7]=[CH:6][C:5]([C@H:8]([N:10]2[CH2:15][CH2:14][N:13]([C:16]3[CH:17]=[CH:18][C:19]4[N:20]([C:22]([C:25]([F:28])([F:27])[F:26])=[N:23][N:24]=4)[N:21]=3)[CH2:12][CH2:11]2)[CH3:9])=[CH:4][CH:3]=1.[CH3:29][N:30](C)CCN(C)C. (4) Given the product [F:57][C:42]([F:41])([F:56])[C:43]([F:54])([F:55])[C:44]([F:52])([F:53])[C:45]([F:50])([F:51])[S:46]([O-:49])(=[O:48])=[O:47].[C:1]1([S+:7]([C:34]2[CH:33]=[CH:45][CH:44]=[CH:43][CH:42]=2)[C:9]2[CH:14]=[CH:13][C:12]([S:21][C:15]3[CH:20]=[CH:19][CH:18]=[CH:17][CH:16]=3)=[CH:11][CH:10]=2)[CH:6]=[CH:5][CH:4]=[CH:3][CH:2]=1, predict the reactants needed to synthesize it. The reactants are: [C:1]1([S:7]([C:9]2[CH:14]=[CH:13][CH:12]=[CH:11][CH:10]=2)=O)[CH:6]=[CH:5][CH:4]=[CH:3][CH:2]=1.[C:15]1([S:21]C2C=CC=CC=2)[CH:20]=[CH:19][CH:18]=[CH:17][CH:16]=1.FC(F)(F)C(O[C:33](=O)[C:34](F)(F)F)=O.[F:41][C:42]([F:57])([F:56])[C:43]([F:55])([F:54])[C:44]([F:53])([F:52])[C:45]([F:51])([F:50])[S:46]([OH:49])(=[O:48])=[O:47]. (5) Given the product [CH3:22][C:17]1[CH:18]=[CH:19][CH:20]=[CH:21][C:16]=1[C:13]1[CH:12]=[CH:11][CH:10]=[C:9]2[C:14]=1[CH:15]=[C:7]([C:6]1[NH:2][N:40]=[N:39][N:38]=1)[N:8]2[CH2:23][CH2:24][CH2:25][O:26][C:27]1[C:36]2[C:31](=[CH:32][CH:33]=[CH:34][CH:35]=2)[CH:30]=[CH:29][CH:28]=1, predict the reactants needed to synthesize it. The reactants are: C[N:2]1[C:6]([C:7]2[N:8]([CH2:23][CH2:24][CH2:25][O:26][C:27]3[C:36]4[C:31](=[CH:32][CH:33]=[CH:34][CH:35]=4)[CH:30]=[CH:29][CH:28]=3)[C:9]3[C:14]([CH:15]=2)=[C:13]([C:16]2[CH:21]=[CH:20][CH:19]=[CH:18][C:17]=2[CH3:22])[CH:12]=[CH:11][CH:10]=3)=CC(O)=N1.[N-:38]=[N+:39]=[N-:40].[Na+].[NH4+].[Cl-]. (6) Given the product [Cl:9][C:6]1[C:7]([F:8])=[C:2]([O:29][CH3:28])[N:3]=[C:4]([C:10]2[CH:14]=[C:13]([C:15]3[CH:19]=[CH:18][O:17][N:16]=3)[N:12]([CH2:20][C:21]3[CH:26]=[CH:25][CH:24]=[CH:23][C:22]=3[F:27])[N:11]=2)[N:5]=1, predict the reactants needed to synthesize it. The reactants are: Cl[C:2]1[C:7]([F:8])=[C:6]([Cl:9])[N:5]=[C:4]([C:10]2[CH:14]=[C:13]([C:15]3[CH:19]=[CH:18][O:17][N:16]=3)[N:12]([CH2:20][C:21]3[CH:26]=[CH:25][CH:24]=[CH:23][C:22]=3[F:27])[N:11]=2)[N:3]=1.[CH3:28][O-:29].[Na+].Cl. (7) Given the product [CH:22]([S:24][C:2]1[CH:10]=[CH:9][C:8]([S:11]([CH3:14])(=[O:13])=[O:12])=[CH:7][C:3]=1[C:4]([OH:6])=[O:5])([CH3:23])[CH3:21], predict the reactants needed to synthesize it. The reactants are: F[C:2]1[CH:10]=[CH:9][C:8]([S:11]([CH3:14])(=[O:13])=[O:12])=[CH:7][C:3]=1[C:4]([OH:6])=[O:5].C(=O)([O-])[O-].[Cs+].[Cs+].[CH3:21][CH:22]([SH:24])[CH3:23].Cl.